This data is from Reaction yield outcomes from USPTO patents with 853,638 reactions. The task is: Predict the reaction yield, written as a fraction of the theoretical maximum amount of product (1.0 means a 100% yield; for example, 0.34 means a 34% yield). (1) The reactants are O.NN.[C:4]([O:8][C:9]([N:11]1[CH2:16][CH2:15][N:14]([C:17]([CH2:26][N:27]2C(=O)C3C(=CC=CC=3)C2=O)([C:22]([O:24][CH3:25])=[O:23])[C:18]([O:20][CH3:21])=[O:19])[CH2:13][CH2:12]1)=[O:10])([CH3:7])([CH3:6])[CH3:5]. The catalyst is CO. The product is [NH2:27][CH2:26][C:17]([N:14]1[CH2:13][CH2:12][N:11]([C:9]([O:8][C:4]([CH3:7])([CH3:6])[CH3:5])=[O:10])[CH2:16][CH2:15]1)([C:18]([O:20][CH3:21])=[O:19])[C:22]([O:24][CH3:25])=[O:23]. The yield is 0.500. (2) The reactants are [ClH:1].CC(C1C=C(C=C(C(C)(C)C)C=1O)C(NC1C=CC([NH:18][C:19]([C:21]2[S:22][CH:23]=[CH:24][CH:25]=2)=N)=CC=1)=O)(C)C.CC(C1C=C([C:49](=[CH2:61])[C:50]([NH:52][C:53]2[CH:58]=[CH:57][C:56]([OH:59])=[C:55]([NH2:60])[CH:54]=2)=[O:51])C=C(C(C)(C)C)C=1O)(C)C.[CH3:62][C:63]([C:66]1[CH:67]=[C:68]([CH:79]=[C:80]([C:83]([CH3:86])([CH3:85])[CH3:84])[C:81]=1[OH:82])C(NC1C=CC(N)=CC=1)=O)([CH3:65])[CH3:64]. No catalyst specified. The product is [ClH:1].[CH3:86][C:83]([C:80]1[CH:79]=[C:68]([CH:61]=[CH:49][C:50]([NH:52][C:53]2[CH:58]=[CH:57][C:56]([OH:59])=[C:55]([NH:60][C:19]([C:21]3[S:22][CH:23]=[CH:24][CH:25]=3)=[NH:18])[CH:54]=2)=[O:51])[CH:67]=[C:66]([C:63]([CH3:64])([CH3:65])[CH3:62])[C:81]=1[OH:82])([CH3:85])[CH3:84]. The yield is 0.620. (3) The reactants are Cl.[OH:2][NH2:3].C(=O)([O-])[O-].[Na+].[Na+].[O:10]1[C:14]2([CH2:19][CH2:18][CH2:17][CH2:16][CH2:15]2)[O:13][CH2:12][C@@H:11]1[CH:20]=O. The catalyst is O.C1COCC1. The product is [O:10]1[C:14]2([CH2:19][CH2:18][CH2:17][CH2:16][CH2:15]2)[O:13][CH2:12][C@@H:11]1[CH:20]=[N:3][OH:2]. The yield is 0.990. (4) The reactants are [NH2:1][C:2]1[N:3]=[CH:4][C:5]([C:21]2[CH:31]=[CH:30][C:24]([C:25]([N:27]([CH3:29])[CH3:28])=[O:26])=[CH:23][CH:22]=2)=[N:6][C:7]=1[C:8]1[O:9][C:10]([C:13]2[CH:18]=[CH:17][CH:16]=[C:15]([CH:19]=[CH2:20])[CH:14]=2)=[N:11][N:12]=1.[OH2:32].OO.[OH-].[Na+]. The catalyst is C1COCC1. The product is [NH2:1][C:2]1[N:3]=[CH:4][C:5]([C:21]2[CH:31]=[CH:30][C:24]([C:25]([N:27]([CH3:29])[CH3:28])=[O:26])=[CH:23][CH:22]=2)=[N:6][C:7]=1[C:8]1[O:9][C:10]([C:13]2[CH:18]=[CH:17][CH:16]=[C:15]([CH2:19][CH2:20][OH:32])[CH:14]=2)=[N:11][N:12]=1. The yield is 0.110. (5) The reactants are [C:1]([NH:9][C:10]1[C:11]2[N:12]=[CH:13][N:14]([C:23]=2[N:24]=[CH:25][N:26]=1)[C@@H:15]1[O:22][C@H:19]([CH2:20][OH:21])[C@@H:17]([OH:18])[CH2:16]1)(=[O:8])[C:2]1[CH:7]=[CH:6][CH:5]=[CH:4][CH:3]=1.N1C=CN=C1.[Si:32](Cl)([C:35]([CH3:38])([CH3:37])[CH3:36])([CH3:34])[CH3:33]. The catalyst is CN(C=O)C. The product is [C:1]([NH:9][C:10]1[C:11]2[N:12]=[CH:13][N:14]([C:23]=2[N:24]=[CH:25][N:26]=1)[C@@H:15]1[O:22][C@H:19]([CH2:20][O:21][Si:32]([C:35]([CH3:38])([CH3:37])[CH3:36])([CH3:34])[CH3:33])[C@@H:17]([OH:18])[CH2:16]1)(=[O:8])[C:2]1[CH:3]=[CH:4][CH:5]=[CH:6][CH:7]=1. The yield is 0.610. (6) The reactants are [CH:1]([C:4]1[C:9]([OH:10])=[C:8]([N+:11]([O-])=O)[CH:7]=[CH:6][CH:5]=1)([CH3:3])[CH3:2].S(S([O-])=O)([O-])=O.[Na+].[Na+]. The catalyst is C(O)C.O. The product is [NH2:11][C:8]1[CH:7]=[CH:6][CH:5]=[C:4]([CH:1]([CH3:2])[CH3:3])[C:9]=1[OH:10]. The yield is 0.720. (7) The reactants are Cl.[C:2]([S:5][CH:6]1[CH2:11][CH2:10][N:9]([CH:12]([C:18]2[CH:23]=[CH:22][CH:21]=[CH:20][C:19]=2[F:24])[C:13]([CH:15]2[CH2:17][CH2:16]2)=[O:14])[CH2:8]/[C:7]/1=[CH:25]/[CH2:26]O)(=[O:4])[CH3:3].Cl.[CH2:29]([O:31][C:32]([CH2:34][CH2:35][N:36]1[CH2:41][CH2:40][NH:39][CH2:38][C:37]1=[O:42])=[O:33])[CH3:30]. No catalyst specified. The product is [C:2]([S:5][CH:6]1[CH2:11][CH2:10][N:9]([CH:12]([C:18]2[CH:23]=[CH:22][CH:21]=[CH:20][C:19]=2[F:24])[C:13]([CH:15]2[CH2:17][CH2:16]2)=[O:14])[CH2:8]/[C:7]/1=[CH:25]/[CH2:26][N:39]1[CH2:40][CH2:41][N:36]([CH2:35][CH2:34][C:32]([O:31][CH2:29][CH3:30])=[O:33])[C:37](=[O:42])[CH2:38]1)(=[O:4])[CH3:3]. The yield is 0.500. (8) The reactants are [CH3:1][O:2][CH2:3][O:4][C:5]1[CH:12]=[CH:11][C:8]([CH:9]=O)=[CH:7][C:6]=1[O:13][CH3:14].[CH3:15][C:16]([CH3:18])=[O:17].[OH-].[Na+].O. The catalyst is C(O)C. The product is [CH3:1][O:2][CH2:3][O:4][C:5]1[CH:12]=[CH:11][C:8]([CH:9]=[CH:15][C:16](=[O:17])[CH3:18])=[CH:7][C:6]=1[O:13][CH3:14]. The yield is 0.970. (9) The reactants are [Cl:1][C:2]1[CH:28]=[C:27]([Cl:29])[CH:26]=[CH:25][C:3]=1[C:4]([NH:6][CH:7]([C:19]1[CH:24]=[CH:23][CH:22]=[CH:21][CH:20]=1)[CH:8]1[CH2:11][N:10](C(OC(C)(C)C)=O)[CH2:9]1)=[O:5].Cl.CCN(C(C)C)C(C)C.[CH2:40]([S:43](Cl)(=[O:45])=[O:44])[CH2:41][CH3:42]. The catalyst is O1CCOCC1. The product is [Cl:1][C:2]1[CH:28]=[C:27]([Cl:29])[CH:26]=[CH:25][C:3]=1[C:4]([NH:6][CH:7]([C:19]1[CH:24]=[CH:23][CH:22]=[CH:21][CH:20]=1)[CH:8]1[CH2:9][N:10]([S:43]([CH2:40][CH2:41][CH3:42])(=[O:45])=[O:44])[CH2:11]1)=[O:5]. The yield is 0.560.